Dataset: Full USPTO retrosynthesis dataset with 1.9M reactions from patents (1976-2016). Task: Predict the reactants needed to synthesize the given product. (1) Given the product [C:27]([O:30][C@@H:31]([CH2:36][C:35]([NH:26][C:4]1[CH:5]=[CH:6][C:7]([C:8]2[S:9][C:10]3[C:15]([N:16]=2)=[CH:14][CH:13]=[C:12]([C:17]2([C:20]4[CH:21]=[CH:22][CH:23]=[CH:24][CH:25]=4)[CH2:18][CH2:19]2)[N:11]=3)=[C:2]([F:1])[CH:3]=1)=[O:37])[C:32]([OH:34])=[O:33])(=[O:29])[CH3:28], predict the reactants needed to synthesize it. The reactants are: [F:1][C:2]1[CH:3]=[C:4]([NH2:26])[CH:5]=[CH:6][C:7]=1[C:8]1[S:9][C:10]2[C:15]([N:16]=1)=[CH:14][CH:13]=[C:12]([C:17]1([C:20]3[CH:25]=[CH:24][CH:23]=[CH:22][CH:21]=3)[CH2:19][CH2:18]1)[N:11]=2.[C:27]([O:30][C@H:31]1[CH2:36][C:35](=[O:37])[O:34][C:32]1=[O:33])(=[O:29])[CH3:28].C(O)(=O)C. (2) The reactants are: [NH2:1][C:2]1[CH:9]=[CH:8][CH:7]=[CH:6][C:3]=1CN.Cl[C:11]1[NH:12]C2C=C(OC)C=CC=2[N:15]=1. Given the product [N:1]1[C:2]2[CH:9]=[CH:8][CH:7]=[CH:6][C:3]=2[NH:12][C:11]=1[NH2:15], predict the reactants needed to synthesize it. (3) Given the product [CH2:24]([N:7]1[C:8]2[C:13](=[CH:12][CH:11]=[C:10]([Cl:23])[CH:9]=2)[C:14]([S:15][C:16]2[CH:21]=[CH:20][CH:19]=[C:18]([Br:22])[CH:17]=2)=[C:6]1[C:4]([OH:5])=[O:3])[C:25]1[CH:30]=[CH:29][CH:28]=[CH:27][CH:26]=1, predict the reactants needed to synthesize it. The reactants are: C([O:3][C:4]([C:6]1[N:7]([CH2:24][C:25]2[CH:30]=[CH:29][CH:28]=[CH:27][CH:26]=2)[C:8]2[C:13]([C:14]=1[S:15][C:16]1[CH:21]=[CH:20][CH:19]=[C:18]([Br:22])[CH:17]=1)=[CH:12][CH:11]=[C:10]([Cl:23])[CH:9]=2)=[O:5])C.[Li+].[OH-]. (4) Given the product [NH2:25][C:12]1[C:11]2[C:16](=[C:7]([O:6][CH:1]3[CH2:5][CH2:4][CH2:3][CH2:2]3)[C:8]([O:19][CH3:20])=[CH:9][CH:10]=2)[NH:15][C:14](=[O:17])[CH:13]=1, predict the reactants needed to synthesize it. The reactants are: [CH:1]1([O:6][C:7]2[C:8]([O:19][CH3:20])=[CH:9][CH:10]=[C:11]3[C:16]=2[NH:15][C:14](=[O:17])[CH:13]=[C:12]3O)[CH2:5][CH2:4][CH2:3][CH2:2]1.C([O-])(=O)C.[NH4+:25]. (5) Given the product [OH:8][N:9]([CH2:12][CH:13]([C:14]([N:21]1[CH2:25][CH2:24][CH2:23][CH:22]1[C:26]1[NH:30][C:29]2[CH:31]=[CH:32][C:33]([C:35]([F:38])([F:36])[F:37])=[CH:34][C:28]=2[N:27]=1)=[O:15])[CH2:17][CH2:18][CH2:19][CH3:20])[CH:10]=[O:11], predict the reactants needed to synthesize it. The reactants are: C([O:8][N:9]([CH2:12][C@@H:13]([CH2:17][CH2:18][CH2:19][CH3:20])[C:14](O)=[O:15])[CH:10]=[O:11])C1C=CC=CC=1.[NH:21]1[CH2:25][CH2:24][CH2:23][C@H:22]1[C:26]1[NH:30][C:29]2[CH:31]=[CH:32][C:33]([C:35]([F:38])([F:37])[F:36])=[CH:34][C:28]=2[N:27]=1. (6) The reactants are: [NH2:1][C:2]1[C:7]([C:8]#[N:9])=[C:6]([NH:10][CH:11]([C:13]2[CH:14]=[C:15]3[N:20]([C:21]=2[C:22]#[C:23][CH2:24][O:25][Si](C(C)C)(C(C)C)C(C)C)[CH:19]=[CH:18][CH:17]=[CH:16]3)[CH3:12])[N:5]=[CH:4][N:3]=1.[F-].C([N+](CCCC)(CCCC)CCCC)CCC. Given the product [NH2:1][C:2]1[C:7]([C:8]#[N:9])=[C:6]([NH:10][CH:11]([C:13]2[CH:14]=[C:15]3[N:20]([C:21]=2[C:22]#[C:23][CH2:24][OH:25])[CH:19]=[CH:18][CH:17]=[CH:16]3)[CH3:12])[N:5]=[CH:4][N:3]=1, predict the reactants needed to synthesize it. (7) Given the product [NH2:8][C:9]1[O:17][C:16]2[C:11](=[N:12][CH:13]=[C:14]([CH2:18][N:19]3[CH2:23][CH2:22][C@H:21]([F:24])[CH2:20]3)[CH:15]=2)[C:10]=1[C:25]([NH:27][C:28]1[CH:29]=[N:30][CH:31]=[CH:32][C:33]=1[N:34]1[CH2:39][C@H:38]([C:40]([F:42])([F:43])[F:41])[CH2:37][C@H:36]([NH2:44])[CH2:35]1)=[O:26], predict the reactants needed to synthesize it. The reactants are: C(OC([NH:8][C:9]1[O:17][C:16]2[C:11](=[N:12][CH:13]=[C:14]([CH2:18][N:19]3[CH2:23][CH2:22][C@H:21]([F:24])[CH2:20]3)[CH:15]=2)[C:10]=1[C:25]([NH:27][C:28]1[CH:29]=[N:30][CH:31]=[CH:32][C:33]=1[N:34]1[CH2:39][C@H:38]([C:40]([F:43])([F:42])[F:41])[CH2:37][C@H:36]([NH:44]C(=O)OC(C)(C)C)[CH2:35]1)=[O:26])=O)(C)(C)C.Cl.O1CCOCC1. (8) The reactants are: O[C:2]1[C:11](C=O)=[C:10]2[C:5]([C:6](=[O:16])[C:7](C)=[C:8](C)[O:9]2)=[C:4](C)[C:3]=1C=O.C(=O)([O-])[O-].[Ca+2].[H][H].O. Given the product [O:9]1[C:10]2[C:5](=[CH:4][CH:3]=[CH:2][CH:11]=2)[C:6](=[O:16])[CH2:7][CH2:8]1, predict the reactants needed to synthesize it.